This data is from Full USPTO retrosynthesis dataset with 1.9M reactions from patents (1976-2016). The task is: Predict the reactants needed to synthesize the given product. Given the product [Cl:29][C:30]1[CH:35]=[CH:34][C:33]([CH3:39])=[C:32]([C:2]2[C:7]([O:8][CH3:9])=[CH:6][N:5]([CH:10]([CH3:27])[C:11]([NH:13][C:14]3[CH:26]=[CH:25][C:17]([C:18]([O:20][C:21]([CH3:24])([CH3:23])[CH3:22])=[O:19])=[CH:16][CH:15]=3)=[O:12])[C:4](=[O:28])[CH:3]=2)[CH:31]=1, predict the reactants needed to synthesize it. The reactants are: Br[C:2]1[C:7]([O:8][CH3:9])=[CH:6][N:5]([CH:10]([CH3:27])[C:11]([NH:13][C:14]2[CH:26]=[CH:25][C:17]([C:18]([O:20][C:21]([CH3:24])([CH3:23])[CH3:22])=[O:19])=[CH:16][CH:15]=2)=[O:12])[C:4](=[O:28])[CH:3]=1.[Cl:29][C:30]1[CH:31]=[CH:32][C:33]([CH3:39])=[C:34](B(O)O)[CH:35]=1.C(=O)([O-])[O-].[K+].[K+].